From a dataset of Peptide-MHC class I binding affinity with 185,985 pairs from IEDB/IMGT. Regression. Given a peptide amino acid sequence and an MHC pseudo amino acid sequence, predict their binding affinity value. This is MHC class I binding data. The peptide sequence is QSAANMYIY. The MHC is HLA-A01:01 with pseudo-sequence HLA-A01:01. The binding affinity (normalized) is 0.695.